This data is from M1 muscarinic receptor antagonist screen with 61,756 compounds. The task is: Binary Classification. Given a drug SMILES string, predict its activity (active/inactive) in a high-throughput screening assay against a specified biological target. (1) The molecule is O1CCN(CCOCCOCCN(CCOCC1)CC(O)=O)CC(O)=O. The result is 0 (inactive). (2) The result is 0 (inactive). The drug is FC(F)(F)C(NC(=O)NCC1OCCC1)(C(F)(F)F)C. (3) The molecule is Brc1cc(CNc2nn(nn2)C)c(OCc2sccc2)cc1. The result is 0 (inactive). (4) The compound is O=C1N(c2ccc(N3CCCCC3)cc2)C(N)=C(C1)C(OCC)=O. The result is 0 (inactive). (5) The molecule is OC(Cn1c2c(n(c(=O)[nH]c2=O)C)nc1NCCCOC)COc1ccccc1. The result is 0 (inactive).